Predict the product of the given reaction. From a dataset of Forward reaction prediction with 1.9M reactions from USPTO patents (1976-2016). (1) The product is: [O:1]=[CH:14][CH2:13][CH2:12][CH2:11][C:10]1([CH:25]=[O:24])[CH2:16][CH2:17][CH2:18][C:8]2([O:7][CH2:6][CH2:5][O:4]2)[CH2:9]1. Given the reactants [O:1]=[O+][O-].[O:4]1[C:8]2([CH2:18][CH2:17][CH2:16][C:10]3(C[CH2:14][CH2:13][CH:12]=[CH:11]3)[CH2:9]2)[O:7][CH2:6][CH2:5]1.COP([O:24][CH3:25])OC, predict the reaction product. (2) Given the reactants [C:1](Cl)(=O)[CH:2]([CH3:4])[CH3:3].[F:7][C:8]([F:21])([F:20])[C:9]([NH:11][CH2:12][CH2:13][C:14]1[CH:19]=[CH:18][CH:17]=[CH:16][CH:15]=1)=[O:10].[Cl-].[Al+3].[Cl-].[Cl-], predict the reaction product. The product is: [F:7][C:8]([F:20])([F:21])[C:9]([NH:11][CH2:12][CH2:13][C:14]1[CH:19]=[CH:18][C:17]([CH2:1][CH:2]([CH3:4])[CH3:3])=[CH:16][CH:15]=1)=[O:10].